From a dataset of Forward reaction prediction with 1.9M reactions from USPTO patents (1976-2016). Predict the product of the given reaction. (1) Given the reactants [CH3:1][C:2]1([CH3:14])[O:7][C:6](=[O:8])[C:5]2[C:9]([OH:13])=[CH:10][CH:11]=[CH:12][C:4]=2[O:3]1.N1C=CN=C1.[Si:20](Cl)([C:33]([CH3:36])([CH3:35])[CH3:34])([C:27]1[CH:32]=[CH:31][CH:30]=[CH:29][CH:28]=1)[C:21]1[CH:26]=[CH:25][CH:24]=[CH:23][CH:22]=1.O, predict the reaction product. The product is: [CH3:1][C:2]1([CH3:14])[O:7][C:6](=[O:8])[C:5]2[C:9]([O:13][Si:20]([C:33]([CH3:36])([CH3:35])[CH3:34])([C:27]3[CH:28]=[CH:29][CH:30]=[CH:31][CH:32]=3)[C:21]3[CH:26]=[CH:25][CH:24]=[CH:23][CH:22]=3)=[CH:10][CH:11]=[CH:12][C:4]=2[O:3]1. (2) Given the reactants [NH2:1][C:2]1[CH:3]=[C:4]([OH:11])[C:5](=[CH:9][CH:10]=1)[C:6]([OH:8])=[O:7].[C:12](O)(=[O:16])[CH2:13][CH2:14][CH3:15].B(F)(F)F.CCOCC.Cl, predict the reaction product. The product is: [C:12]([NH:1][C:2]1[CH:10]=[CH:9][C:5]([C:6]([OH:8])=[O:7])=[C:4]([OH:11])[CH:3]=1)(=[O:16])[CH2:13][CH2:14][CH3:15].